Dataset: Peptide-MHC class II binding affinity with 134,281 pairs from IEDB. Task: Regression. Given a peptide amino acid sequence and an MHC pseudo amino acid sequence, predict their binding affinity value. This is MHC class II binding data. (1) The peptide sequence is EDDLLNRNNTFKPFA. The MHC is HLA-DPA10103-DPB10201 with pseudo-sequence HLA-DPA10103-DPB10201. The binding affinity (normalized) is 0.187. (2) The peptide sequence is VPLTIKMGALFEGRN. The MHC is DRB1_0101 with pseudo-sequence DRB1_0101. The binding affinity (normalized) is 0.557. (3) The peptide sequence is PYLGYCALLPLLTEE. The MHC is DRB4_0101 with pseudo-sequence DRB4_0103. The binding affinity (normalized) is 0.477. (4) The peptide sequence is VFLGSAYGIPKVPPG. The MHC is DRB1_0301 with pseudo-sequence DRB1_0301. The binding affinity (normalized) is 0. (5) The peptide sequence is SQTTANPSCPAGT. The MHC is DRB1_1501 with pseudo-sequence DRB1_1501. The binding affinity (normalized) is 0. (6) The peptide sequence is LINKAVNALINDQLI. The MHC is DRB1_0101 with pseudo-sequence DRB1_0101. The binding affinity (normalized) is 0.713.